This data is from Full USPTO retrosynthesis dataset with 1.9M reactions from patents (1976-2016). The task is: Predict the reactants needed to synthesize the given product. The reactants are: [NH2:1][C:2]1[S:6][C:5]([NH:7][C:8]2[CH:17]=[CH:16][C:15]3[C:10](=[CH:11][CH:12]=[CH:13][CH:14]=3)[CH:9]=2)=[N:4][C:3]=1[C:18]([NH2:20])=[O:19].[Cl:21][CH2:22][C:23]1[CH:31]=[CH:30][C:26]([C:27](Cl)=[O:28])=[CH:25][CH:24]=1.[N:32]1[CH:37]=[CH:36][CH:35]=[CH:34][CH:33]=1. Given the product [Cl-:21].[C:18]([C:3]1[N:4]=[C:5]([NH:7][C:8]2[CH:17]=[CH:16][C:15]3[C:10](=[CH:11][CH:12]=[CH:13][CH:14]=3)[CH:9]=2)[S:6][C:2]=1[NH:1][C:27]([C:26]1[CH:30]=[CH:31][C:23]([CH2:22][N+:32]2[CH:37]=[CH:36][CH:35]=[CH:34][CH:33]=2)=[CH:24][CH:25]=1)=[O:28])(=[O:19])[NH2:20], predict the reactants needed to synthesize it.